The task is: Predict the product of the given reaction.. This data is from Forward reaction prediction with 1.9M reactions from USPTO patents (1976-2016). (1) Given the reactants [C:1]1([CH:7]([NH:9][C:10]2[CH:15]=[CH:14][C:13](B3[O:20][C:19]([CH3:22])(C)C(C)(C)O3)=[CH:12][CH:11]=2)[CH3:8])[CH:6]=[CH:5][CH:4]=[CH:3][CH:2]=1.I[C:26]1[C:34]2[C:29](=[N:30][CH:31]=[N:32][C:33]=2[NH2:35])[N:28]([C@H:36]2[CH2:41][CH2:40][C@@H:39]([N:42]3[CH2:47][CH2:46][N:45]([CH3:48])[CH2:44][CH2:43]3)[CH2:38][CH2:37]2)[N:27]=1.O.[C:50](=[O:53])([O-])[O-:51].[Na+].[Na+], predict the reaction product. The product is: [C:19]([OH:51])(=[O:20])[CH3:22].[C:50]([OH:51])(=[O:53])[CH3:1].[CH3:48][N:45]1[CH2:46][CH2:47][N:42]([C@@H:39]2[CH2:38][CH2:37][C@H:36]([N:28]3[C:29]4=[N:30][CH:31]=[N:32][C:33]([NH2:35])=[C:34]4[C:26]([C:13]4[CH:12]=[CH:11][C:10]([NH:9][CH:7]([C:1]5[CH:2]=[CH:3][CH:4]=[CH:5][CH:6]=5)[CH3:8])=[CH:15][CH:14]=4)=[N:27]3)[CH2:41][CH2:40]2)[CH2:43][CH2:44]1. (2) Given the reactants [Cl:1][C:2]1[CH:7]=[CH:6][C:5](I)=[CH:4][CH:3]=1.C([O:11][CH:12](OCC)[CH:13]=[CH2:14])C.C([O-])([O-])=O.[K+].[K+].[Cl-].[K+].Cl, predict the reaction product. The product is: [Cl:1][C:2]1[CH:7]=[CH:6][C:5](/[CH:14]=[CH:13]/[CH:12]=[O:11])=[CH:4][CH:3]=1. (3) Given the reactants F[C:2]1[C:3]([CH3:22])=[N:4][C:5]2[C:10]([N:11]=1)=[C:9]([C:12]1[NH:20][C:19]3[CH2:18][CH2:17][NH:16][C:15](=[O:21])[C:14]=3[CH:13]=1)[CH:8]=[CH:7][CH:6]=2.[NH:23]1[CH2:27][CH2:26][CH2:25][CH2:24]1.CO.C(Cl)Cl, predict the reaction product. The product is: [CH3:22][C:3]1[C:2]([N:23]2[CH2:27][CH2:26][CH2:25][CH2:24]2)=[N:11][C:10]2[C:5](=[CH:6][CH:7]=[CH:8][C:9]=2[C:12]2[NH:20][C:19]3[CH2:18][CH2:17][NH:16][C:15](=[O:21])[C:14]=3[CH:13]=2)[N:4]=1. (4) Given the reactants C([N:8]1[CH2:13][CH2:12][N:11]([CH:14]2[CH2:19][CH2:18][CH:17]([CH2:20][CH2:21][N:22]([CH3:24])[CH3:23])[CH2:16][CH2:15]2)[CH2:10][CH2:9]1)C1C=CC=CC=1, predict the reaction product. The product is: [CH3:24][N:22]([CH3:23])[CH2:21][CH2:20][CH:17]1[CH2:16][CH2:15][CH:14]([N:11]2[CH2:10][CH2:9][NH:8][CH2:13][CH2:12]2)[CH2:19][CH2:18]1. (5) Given the reactants Cl.[CH3:2][O:3][NH2:4].C(N(CC)CC)C.O.[F:13][C:14]1[CH:19]=[C:18]([S:20][C:21]([F:24])([F:23])[F:22])[CH:17]=[CH:16][C:15]=1[N:25]([CH3:29])[C:26](Cl)=[O:27], predict the reaction product. The product is: [F:13][C:14]1[CH:19]=[C:18]([S:20][C:21]([F:24])([F:23])[F:22])[CH:17]=[CH:16][C:15]=1[N:25]([CH3:29])[C:26]([NH:4][O:3][CH3:2])=[O:27]. (6) Given the reactants Br[C:2]1[CH:7]=[C:6]([C:8]([O:10][CH3:11])=[O:9])[C:5]([N:12]2[CH2:17][CH2:16][S:15][CH2:14][CH2:13]2)=[CH:4][C:3]=1[C:18]1[CH:23]=[CH:22][C:21]([F:24])=[CH:20][CH:19]=1.[CH:25]1(B(O)O)[CH2:27][CH2:26]1, predict the reaction product. The product is: [CH:25]1([C:2]2[CH:7]=[C:6]([C:8]([O:10][CH3:11])=[O:9])[C:5]([N:12]3[CH2:17][CH2:16][S:15][CH2:14][CH2:13]3)=[CH:4][C:3]=2[C:18]2[CH:23]=[CH:22][C:21]([F:24])=[CH:20][CH:19]=2)[CH2:27][CH2:26]1. (7) The product is: [NH2:12][C:7]1[C:6]2[C:2]([Br:1])=[CH:3][S:4][C:5]=2[C:10](/[CH:40]=[CH:39]/[C:38]#[N:41])=[CH:9][N:8]=1. Given the reactants [Br:1][C:2]1[C:6]2[C:7]([NH2:12])=[N:8][CH:9]=[C:10](I)[C:5]=2[S:4][CH:3]=1.C1(P(C2C=CC=CC=2)C2C=CC=CC=2)C=CC=CC=1.C(=O)([O-])[O-].[Na+].[Na+].[C:38](#[N:41])[CH:39]=[CH2:40], predict the reaction product. (8) Given the reactants [F:1][C:2]1[CH:7]=[CH:6][CH:5]=[CH:4][C:3]=1[N:8]1[CH2:13][CH2:12][NH:11][CH2:10][CH2:9]1.[CH2:14]1[CH2:20][S:17](=[O:19])(=[O:18])[O:16][CH2:15]1, predict the reaction product. The product is: [F:1][C:2]1[CH:7]=[CH:6][CH:5]=[CH:4][C:3]=1[N:8]1[CH2:13][CH2:12][N:11]([CH2:15][CH2:14][CH2:20][S:17]([OH:19])(=[O:18])=[O:16])[CH2:10][CH2:9]1. (9) Given the reactants [C:1]([CH2:3][C:4](O)=[O:5])#[N:2].C(Cl)(=O)C(Cl)=O.[C:13]([C:15]([C:18]1[CH:23]=[CH:22][C:21]([NH:24][CH2:25][CH2:26][C:27]([O:29][CH2:30][CH3:31])=[O:28])=[CH:20][CH:19]=1)([CH3:17])[CH3:16])#[N:14].C(N(CC)CC)C, predict the reaction product. The product is: [C:1]([CH2:3][C:4]([N:24]([CH2:25][CH2:26][C:27]([O:29][CH2:30][CH3:31])=[O:28])[C:21]1[CH:22]=[CH:23][C:18]([C:15]([C:13]#[N:14])([CH3:17])[CH3:16])=[CH:19][CH:20]=1)=[O:5])#[N:2].